The task is: Predict the reactants needed to synthesize the given product.. This data is from Full USPTO retrosynthesis dataset with 1.9M reactions from patents (1976-2016). (1) Given the product [Cl:20][CH2:21][C:22]([N:15]([CH:4]([C:3]1[CH:6]=[CH:7][C:8]([F:10])=[CH:9][C:2]=1[F:1])[C:32]([NH:31][CH:25]1[CH2:30][CH2:29][CH2:28][CH2:27][CH2:26]1)=[O:34])[C:14]1[CH:16]=[CH:17][C:18]([F:19])=[C:12]([F:11])[CH:13]=1)=[O:24], predict the reactants needed to synthesize it. The reactants are: [F:1][C:2]1[CH:9]=[C:8]([F:10])[CH:7]=[CH:6][C:3]=1[CH:4]=O.[F:11][C:12]1[CH:13]=[C:14]([CH:16]=[CH:17][C:18]=1[F:19])[NH2:15].[Cl:20][CH2:21][C:22]([OH:24])=O.[CH:25]1([N+:31]#[C-:32])[CH2:30][CH2:29][CH2:28][CH2:27][CH2:26]1.C[OH:34]. (2) Given the product [N:30]1[NH:32][N:33]=[N:34][C:29]=1[CH2:28][N:21]1[C:22]2[C:27](=[CH:26][CH:25]=[CH:24][CH:23]=2)[C:19]([C:10]2[C:11]3[C:16](=[CH:15][CH:14]=[CH:13][CH:12]=3)[C:17](=[O:18])[N:8]([CH2:1][C:2]3[CH:7]=[CH:6][CH:5]=[CH:4][CH:3]=3)[N:9]=2)=[C:20]1[CH3:31], predict the reactants needed to synthesize it. The reactants are: [CH2:1]([N:8]1[C:17](=[O:18])[C:16]2[C:11](=[CH:12][CH:13]=[CH:14][CH:15]=2)[C:10]([C:19]2[C:27]3[C:22](=[CH:23][CH:24]=[CH:25][CH:26]=3)[N:21]([CH2:28][C:29]#[N:30])[C:20]=2[CH3:31])=[N:9]1)[C:2]1[CH:7]=[CH:6][CH:5]=[CH:4][CH:3]=1.[N-:32]=[N+:33]=[N-:34].[Na+]. (3) Given the product [OH:1][C:2]1[C:7]([O:8][CH3:9])=[CH:6][CH:5]=[CH:4][C:3]=1[CH2:10][C:11]([O:13][CH2:14][C:16]1[CH:21]=[CH:20][CH:19]=[CH:18][CH:17]=1)=[O:12], predict the reactants needed to synthesize it. The reactants are: [OH:1][C:2]1[C:7]([O:8][CH3:9])=[CH:6][CH:5]=[CH:4][C:3]=1[CH2:10][C:11]([O:13][CH3:14])=[O:12].C(O)[C:16]1[CH:21]=[CH:20][CH:19]=[CH:18][CH:17]=1.O.C1(C)C=CC(S(O)(=O)=O)=CC=1. (4) Given the product [ClH:22].[NH2:16][C:15]1[C:14]2[CH:13]=[C:12]([CH3:17])[S:11][C:10]=2[NH:9][C:6]2[CH:7]=[CH:8][C:3]([C:1]#[N:2])=[CH:4][C:5]=2[N:18]=1, predict the reactants needed to synthesize it. The reactants are: [C:1]([C:3]1[CH:8]=[CH:7][C:6]([NH:9][C:10]2[S:11][C:12]([CH3:17])=[CH:13][C:14]=2[C:15]#[N:16])=[C:5]([N+:18]([O-])=O)[CH:4]=1)#[N:2].[Sn](Cl)(Cl)(Cl)[Cl:22]. (5) The reactants are: [F:1][C:2]1[CH:7]=[C:6]([O:8][CH3:9])[CH:5]=[CH:4][C:3]=1[C:10]1[CH:15]=[CH:14][C:13](N)=[C:12]([CH3:17])[CH:11]=1.N(OCCC(C)C)=O.[I:26]I. Given the product [CH3:9][O:8][C:6]1[CH:5]=[CH:4][C:3]([C:10]2[CH:15]=[CH:14][C:13]([I:26])=[C:12]([CH3:17])[CH:11]=2)=[C:2]([F:1])[CH:7]=1, predict the reactants needed to synthesize it. (6) Given the product [CH2:28]([O:27][C:23]1[CH:22]=[C:21]([CH:26]=[CH:25][CH:24]=1)[CH2:20][O:19][C:17]1[C:10]2[CH:11]=[C:12]([C:14](=[O:16])[CH3:15])[O:13][C:9]=2[CH:8]=[C:7]([CH2:45][CH3:46])[CH:18]=1)[C:29]1[CH:34]=[CH:33][CH:32]=[CH:31][CH:30]=1, predict the reactants needed to synthesize it. The reactants are: FC(F)(F)S(O[C:7]1[CH:18]=[C:17]([O:19][CH2:20][C:21]2[CH:26]=[CH:25][CH:24]=[C:23]([O:27][CH2:28][C:29]3[CH:34]=[CH:33][CH:32]=[CH:31][CH:30]=3)[CH:22]=2)[C:10]2[CH:11]=[C:12]([C:14](=[O:16])[CH3:15])[O:13][C:9]=2[CH:8]=1)(=O)=O.P([O-])([O-])([O-])=O.[K+].[K+].[K+].[CH2:45]1COC[CH2:46]1.C(B(CC)CC)C. (7) Given the product [CH3:1][C:2]1[CH:7]=[C:6]([NH:8][CH:9]([C:14]2[CH:23]=[CH:22][C:17]([C:18]([NH:50][CH2:51][CH2:52][C:53]([O:71][CH3:75])=[O:36])=[O:19])=[CH:16][N:15]=2)[CH2:10][CH:11]([CH3:12])[CH3:13])[CH:5]=[C:4]([CH3:24])[C:3]=1[C:25]1[CH:30]=[CH:29][C:28]([C:31]([F:33])([F:32])[F:34])=[CH:27][CH:26]=1, predict the reactants needed to synthesize it. The reactants are: [CH3:1][C:2]1[CH:7]=[C:6]([NH:8][CH:9]([C:14]2[CH:23]=[CH:22][C:17]([C:18](OC)=[O:19])=[CH:16][N:15]=2)[CH2:10][CH:11]([CH3:13])[CH3:12])[CH:5]=[C:4]([CH3:24])[C:3]=1[C:25]1[CH:30]=[CH:29][C:28]([C:31]([F:34])([F:33])[F:32])=[CH:27][CH:26]=1.[Li+].[OH-:36].Cl.F[P-](F)(F)(F)(F)F.N1(OC(N(C)C)=[N+](C)C)C2[N:50]=[CH:51][CH:52]=[CH:53]C=2N=N1.C(N(C(C)C)CC)(C)C.[O:71]1[CH2:75]CCC1. (8) Given the product [Br:39][C:8]1[C:4]2[CH:3]=[CH:2][S:1][C:5]=2[NH:6][C:7]=1[C:9]([O:11][CH2:12][CH3:13])=[O:10], predict the reactants needed to synthesize it. The reactants are: [S:1]1[C:5]2[NH:6][C:7]([C:9]([O:11][CH2:12][CH3:13])=[O:10])=[CH:8][C:4]=2[CH:3]=[CH:2]1.CCCC[N+](CCCC)(CCCC)CCCC.[F-].C1C(=O)N([Br:39])C(=O)C1.CCOC(C)=O. (9) Given the product [Br:8][C:5]1[N:6]=[CH:7][C:2]([NH:1][C:15]([C:14]2[S:13][N:12]=[N:11][C:10]=2[CH3:9])=[O:16])=[N:3][CH:4]=1, predict the reactants needed to synthesize it. The reactants are: [NH2:1][C:2]1[CH:7]=[N:6][C:5]([Br:8])=[CH:4][N:3]=1.[CH3:9][C:10]1[N:11]=[N:12][S:13][C:14]=1[C:15](O)=[O:16].Cl.C1C=CC2N(O)N=NC=2C=1.C(N(C(C)C)CC)(C)C. (10) Given the product [CH2:12]([O:15][C:16]([N:1]1[CH2:6][CH2:5][CH:4]([C:7]([OH:9])=[O:8])[CH2:3][CH2:2]1)=[O:17])[CH:13]=[CH2:14], predict the reactants needed to synthesize it. The reactants are: [NH:1]1[CH2:6][CH2:5][CH:4]([C:7]([OH:9])=[O:8])[CH2:3][CH2:2]1.[OH-].[Na+].[CH2:12]([O:15][C:16](Cl)=[O:17])[CH:13]=[CH2:14].